The task is: Regression. Given a peptide amino acid sequence and an MHC pseudo amino acid sequence, predict their binding affinity value. This is MHC class I binding data.. This data is from Peptide-MHC class I binding affinity with 185,985 pairs from IEDB/IMGT. The peptide sequence is YTYPIAHTA. The MHC is HLA-C12:03 with pseudo-sequence HLA-C12:03. The binding affinity (normalized) is 0.872.